This data is from Reaction yield outcomes from USPTO patents with 853,638 reactions. The task is: Predict the reaction yield, written as a fraction of the theoretical maximum amount of product (1.0 means a 100% yield; for example, 0.34 means a 34% yield). (1) The reactants are [Cl:1][C:2]1[C:11]2[C:6](=[CH:7][C:8]([CH2:13][OH:14])=[C:9]([CH3:12])[CH:10]=2)[N:5]=[C:4]([CH3:15])[CH:3]=1.[O:16]1[CH:21]=[CH:20][CH2:19][CH2:18][CH2:17]1.C1(C)C=CC(S([O-])(=O)=O)=CC=1.[NH+]1C=CC=CC=1. The catalyst is ClCCl.C1(C)C=CC=CC=1. The product is [Cl:1][C:2]1[C:11]2[C:6](=[CH:7][C:8]([CH2:13][O:14][CH:17]3[CH2:18][CH2:19][CH2:20][CH2:21][O:16]3)=[C:9]([CH3:12])[CH:10]=2)[N:5]=[C:4]([CH3:15])[CH:3]=1. The yield is 0.590. (2) The reactants are C[O:2][C:3]([C:5]1[CH:6]=[C:7]([C:20]2[CH:25]=[CH:24][C:23]([CH3:26])=[CH:22][CH:21]=2)[CH:8]=[C:9]([N:11]2[C:15]([C:16]([F:19])([F:18])[F:17])=[N:14][N:13]=[N:12]2)[CH:10]=1)=[O:4].O[Li].O. The catalyst is C1COCC1.O. The product is [CH3:26][C:23]1[CH:24]=[CH:25][C:20]([C:7]2[CH:8]=[C:9]([N:11]3[C:15]([C:16]([F:18])([F:19])[F:17])=[N:14][N:13]=[N:12]3)[CH:10]=[C:5]([C:3]([OH:4])=[O:2])[CH:6]=2)=[CH:21][CH:22]=1. The yield is 0.970. (3) The reactants are C[O:2][C:3]([C:5]1[C:10]([CH2:11][NH:12][O:13][C:14]([CH3:17])([CH3:16])[CH3:15])=[CH:9][C:8]([Br:18])=[CH:7][N:6]=1)=O.[O-]CC.[Na+].O. The catalyst is CO.C(O)(=O)C. The product is [Br:18][C:8]1[CH:9]=[C:10]2[CH2:11][N:12]([O:13][C:14]([CH3:17])([CH3:16])[CH3:15])[C:3](=[O:2])[C:5]2=[N:6][CH:7]=1. The yield is 0.720. (4) The reactants are [H-].C([Al+]CC(C)C)C(C)C.C([O:13][C:14]([C:16]1[C:17]([C:28]2[CH:33]=[CH:32][N:31]=[CH:30][CH:29]=2)=[C:18]([C:21]2[CH:26]=[CH:25][C:24]([F:27])=[CH:23][CH:22]=2)[NH:19][CH:20]=1)=O)C. The catalyst is C1(C)C=CC=CC=1.O1CCCC1. The product is [F:27][C:24]1[CH:23]=[CH:22][C:21]([C:18]2[NH:19][CH:20]=[C:16]([CH2:14][OH:13])[C:17]=2[C:28]2[CH:33]=[CH:32][N:31]=[CH:30][CH:29]=2)=[CH:26][CH:25]=1. The yield is 0.990. (5) The reactants are N[C:2]1N=C(C(O)=O)C=CC=1.[NH2:11][C:12]1[CH:13]=[N:14][CH:15]=[C:16]([CH:20]=1)[C:17]([OH:19])=[O:18]. No catalyst specified. The product is [NH2:11][C:12]1[CH:13]=[N:14][CH:15]=[C:16]([CH:20]=1)[C:17]([O:19][CH3:2])=[O:18]. The yield is 0.800. (6) The reactants are [Cl:1][C:2]1[C:10]2[C:5](=[C:6]([Cl:24])[CH:7]=[C:8]([CH2:13][C@@H:14]([CH2:19][C:20]([O:22][CH3:23])=[O:21])[C:15]([O:17]C)=O)[C:9]=2[CH2:11]O)[NH:4][N:3]=1.S(Cl)(Cl)=O.[F:29][C:30]([F:34])([F:33])[CH2:31][NH2:32].C(=O)([O-])[O-].[K+].[K+].C(O)(=O)C. The catalyst is C(#N)C.C(OCC)(=O)C. The product is [Cl:1][C:2]1[C:10]2[C:9]3[CH2:11][N:32]([CH2:31][C:30]([F:34])([F:33])[F:29])[C:15](=[O:17])[C@H:14]([CH2:19][C:20]([O:22][CH3:23])=[O:21])[CH2:13][C:8]=3[CH:7]=[C:6]([Cl:24])[C:5]=2[NH:4][N:3]=1. The yield is 0.420. (7) The reactants are [S:1](=[O:33])(=[O:32])([O:3][CH2:4][C@@H:5]1[C@@H:12]2[C@@H:8]([O:9]C(C)(C)[O:11]2)[C@H:7]([NH:15][C:16]2[CH:21]=[C:20]([NH:22][C@@H:23]3[C:31]4[C:26](=[CH:27][CH:28]=[CH:29][CH:30]=4)[CH2:25][CH2:24]3)[N:19]=[CH:18][N:17]=2)[CH2:6]1)[NH2:2].FC(F)(F)C(O)=O.O. No catalyst specified. The product is [S:1](=[O:33])(=[O:32])([O:3][CH2:4][C@H:5]1[CH2:6][C@@H:7]([NH:15][C:16]2[CH:21]=[C:20]([NH:22][C@@H:23]3[C:31]4[C:26](=[CH:27][CH:28]=[CH:29][CH:30]=4)[CH2:25][CH2:24]3)[N:19]=[CH:18][N:17]=2)[C@H:8]([OH:9])[C@@H:12]1[OH:11])[NH2:2]. The yield is 0.490.